This data is from Full USPTO retrosynthesis dataset with 1.9M reactions from patents (1976-2016). The task is: Predict the reactants needed to synthesize the given product. Given the product [C:16]1([CH:15]([C:22]2[CH:23]=[CH:24][CH:25]=[CH:26][CH:27]=2)[N:13]2[CH2:12][CH2:11][N:10]=[C:9]2[C:3]2[CH:4]=[CH:5][CH:6]=[CH:7][CH:8]=2)[CH:21]=[CH:20][CH:19]=[CH:18][CH:17]=1, predict the reactants needed to synthesize it. The reactants are: [H-].[Na+].[C:3]1([C:9]2[NH:10][CH2:11][CH2:12][N:13]=2)[CH:8]=[CH:7][CH:6]=[CH:5][CH:4]=1.Br[CH:15]([C:22]1[CH:27]=[CH:26][CH:25]=[CH:24][CH:23]=1)[C:16]1[CH:21]=[CH:20][CH:19]=[CH:18][CH:17]=1.